This data is from Forward reaction prediction with 1.9M reactions from USPTO patents (1976-2016). The task is: Predict the product of the given reaction. (1) Given the reactants Cl[C:2]1[N:7]=[C:6](Cl)[N:5]=[C:4]([C:9]2[CH:14]=[C:13]([Cl:15])[CH:12]=[CH:11][C:10]=2[CH3:16])[N:3]=1.[NH2:17][C:18]1[CH:25]=[CH:24][C:21]([CH2:22][OH:23])=[CH:20][CH:19]=1.[CH3:26][NH2:27], predict the reaction product. The product is: [Cl:15][C:13]1[CH:12]=[CH:11][C:10]([CH3:16])=[C:9]([C:4]2[N:5]=[C:6]([NH:27][CH3:26])[N:7]=[C:2]([NH:17][C:18]3[CH:25]=[CH:24][C:21]([CH2:22][OH:23])=[CH:20][CH:19]=3)[N:3]=2)[CH:14]=1. (2) Given the reactants Cl[C:2]1[N:7]=[CH:6][C:5]([C:8]([NH:10][CH:11]2[CH2:16][CH2:15][C:14](=[CH:17][C:18]3[CH:23]=[CH:22][CH:21]=[C:20]([O:24][C:25]4[CH:30]=[CH:29][C:28]([C:31]([F:34])([F:33])[F:32])=[CH:27][N:26]=4)[CH:19]=3)[CH2:13][CH2:12]2)=[O:9])=[CH:4][CH:3]=1.[CH3:35][NH:36][CH3:37], predict the reaction product. The product is: [CH3:35][N:36]([CH3:37])[C:2]1[N:7]=[CH:6][C:5]([C:8]([NH:10][CH:11]2[CH2:16][CH2:15][C:14](=[CH:17][C:18]3[CH:23]=[CH:22][CH:21]=[C:20]([O:24][C:25]4[CH:30]=[CH:29][C:28]([C:31]([F:34])([F:33])[F:32])=[CH:27][N:26]=4)[CH:19]=3)[CH2:13][CH2:12]2)=[O:9])=[CH:4][CH:3]=1.